This data is from Reaction yield outcomes from USPTO patents with 853,638 reactions. The task is: Predict the reaction yield, written as a fraction of the theoretical maximum amount of product (1.0 means a 100% yield; for example, 0.34 means a 34% yield). (1) The reactants are [CH3:1][C:2]1[S:3][C:4]([C:8]([OH:10])=O)=[C:5]([CH3:7])[N:6]=1.C1C=CC2N(O)N=NC=2C=1.CCN=C=NCCCN(C)C.C(N(C(C)C)CC)(C)C.[CH3:41][C:42]12[CH2:49][CH:46]([NH:47][CH2:48]1)[CH2:45][C:44]([CH3:51])([CH3:50])[CH2:43]2. The catalyst is C1COCC1.O. The product is [CH3:1][C:2]1[S:3][C:4]([C:8]([N:47]2[CH2:48][C:42]3([CH3:41])[CH2:49][CH:46]2[CH2:45][C:44]([CH3:51])([CH3:50])[CH2:43]3)=[O:10])=[C:5]([CH3:7])[N:6]=1. The yield is 0.170. (2) The reactants are [NH2:1][C:2]1[CH:7]=[CH:6][CH:5]=[CH:4][CH:3]=1.[Cl:8][C:9]1[N:13]2[CH:14]=[C:15]([C:22]3[CH:26]=[CH:25][O:24][CH:23]=3)[CH:16]=[C:17]([C:18]([F:21])([F:20])[F:19])[C:12]2=[N:11][C:10]=1[C:27]([N:29]1[CH2:34][CH2:33][CH:32]([C:35](O)=[O:36])[CH2:31][CH2:30]1)=[O:28].CN(C(ON1N=NC2C=CC=NC1=2)=[N+](C)C)C.F[P-](F)(F)(F)(F)F.CCN(C(C)C)C(C)C.C([O-])(O)=O.[Na+]. The catalyst is CN(C=O)C. The product is [C:2]1([NH:1][C:35]([CH:32]2[CH2:33][CH2:34][N:29]([C:27]([C:10]3[N:11]=[C:12]4[C:17]([C:18]([F:21])([F:19])[F:20])=[CH:16][C:15]([C:22]5[CH:26]=[CH:25][O:24][CH:23]=5)=[CH:14][N:13]4[C:9]=3[Cl:8])=[O:28])[CH2:30][CH2:31]2)=[O:36])[CH:7]=[CH:6][CH:5]=[CH:4][CH:3]=1. The yield is 0.300.